This data is from Full USPTO retrosynthesis dataset with 1.9M reactions from patents (1976-2016). The task is: Predict the reactants needed to synthesize the given product. (1) Given the product [CH3:13][C:8]1([C:11]#[N:12])[CH2:9][CH2:10][C:5]2([O:4][CH2:3][CH2:2][O:1]2)[CH2:6][CH2:7]1, predict the reactants needed to synthesize it. The reactants are: [O:1]1[C:5]2([CH2:10][CH2:9][CH:8]([C:11]#[N:12])[CH2:7][CH2:6]2)[O:4][CH2:3][CH2:2]1.[CH3:13][Si]([N-][Si](C)(C)C)(C)C.[Li+].IC.Cl.[OH-].[Na+]. (2) Given the product [C:43]1([NH:45][C:14]([C:13]2[CH:12]=[CH:11][C:10]([N:6]3[C:7](=[O:9])[CH2:8][C:2](=[O:1])[NH:3][C:4]4[C:26]5[C:21]([CH:20]=[CH:19][C:5]3=4)=[CH:22][CH:23]=[CH:24][CH:25]=5)=[CH:18][CH:17]=2)=[O:15])[CH:44]=[CH:39][CH:40]=[CH:41][CH:42]=1, predict the reactants needed to synthesize it. The reactants are: [O:1]=[C:2]1[CH2:8][C:7](=[O:9])[N:6]([C:10]2[CH:18]=[CH:17][C:13]([C:14](O)=[O:15])=[CH:12][CH:11]=2)[C:5]2[CH:19]=[CH:20][C:21]3[C:26]([C:4]=2[NH:3]1)=[CH:25][CH:24]=[CH:23][CH:22]=3.CCN=C=NCCCN(C)C.Cl.[CH:39]1[CH:40]=[CH:41][C:42]2N(O)N=[N:45][C:43]=2[CH:44]=1.CN1CCOCC1.NC1C=CC=CC=1. (3) Given the product [CH3:19][C@H:18]1[CH2:17][N:16]2[N:20]=[CH:21][C:22]([N:23]3[CH2:24][CH:25]([C:29]4[O:1][N:2]=[C:3]([CH3:4])[N:5]=4)[CH2:26][C:27]3=[O:28])=[C:15]2[CH2:14][N:13]1[C:11]([O:10][C:6]([CH3:8])([CH3:7])[CH3:9])=[O:12], predict the reactants needed to synthesize it. The reactants are: [OH:1][N:2]=[C:3]([NH2:5])[CH3:4].[C:6]([O:10][C:11]([N:13]1[C@@H:18]([CH3:19])[CH2:17][N:16]2[N:20]=[CH:21][C:22]([N:23]3[C:27](=[O:28])[CH2:26][CH:25]([C:29](O)=O)[CH2:24]3)=[C:15]2[CH2:14]1)=[O:12])([CH3:9])([CH3:8])[CH3:7].CCN=C=NCCCN(C)C.CCN(C(C)C)C(C)C.C1C=CC2N(O)N=NC=2C=1. (4) Given the product [CH2:19]([O:18][C:16]1[C:10]2[CH2:11][C:12]([CH3:15])([CH3:14])[O:13][C:9]=2[CH:8]=[C:7]([C:5]([OH:6])=[O:4])[CH:17]=1)[C:20]1[CH:21]=[CH:22][CH:23]=[CH:24][CH:25]=1, predict the reactants needed to synthesize it. The reactants are: [OH-].[Na+].C[O:4][C:5]([C:7]1[CH:17]=[C:16]([O:18][CH2:19][C:20]2[CH:25]=[CH:24][CH:23]=[CH:22][CH:21]=2)[C:10]2[CH2:11][C:12]([CH3:15])([CH3:14])[O:13][C:9]=2[CH:8]=1)=[O:6]. (5) Given the product [Cl:1][C:2]1[CH:3]=[C:4]2[C:14](=[CH:15][CH:16]=1)[C:8]1([CH2:9][CH2:10][O:11][CH2:12][CH2:13]1)[C:7](=[O:17])[C:6]([C:18]([NH:20][CH2:21][C:22]([OH:24])=[O:23])=[O:19])=[C:5]2[OH:26], predict the reactants needed to synthesize it. The reactants are: [Cl:1][C:2]1[CH:3]=[C:4]2[C:14](=[CH:15][CH:16]=1)[C:8]1([CH2:13][CH2:12][O:11][CH2:10][CH2:9]1)[C:7](=[O:17])[C:6]([C:18]([NH:20][CH2:21][C:22]([O:24]C)=[O:23])=[O:19])=[C:5]2[OH:26].O.[OH-].[Li+].